Dataset: Forward reaction prediction with 1.9M reactions from USPTO patents (1976-2016). Task: Predict the product of the given reaction. (1) Given the reactants [C:1]1([C:35]2[CH:40]=[CH:39][CH:38]=[CH:37][CH:36]=2)[CH:6]=[CH:5][CH:4]=[CH:3][C:2]=1[CH2:7][C:8]([N:10]1[CH2:14][CH2:13][C@H:12]([NH:15][C:16]2[N:25]=[C:24]([N:26]3[CH2:31][CH2:30]C(C(O)=O)[CH2:28][CH2:27]3)[C:23]3[C:18](=[CH:19][CH:20]=[CH:21][CH:22]=3)[N:17]=2)[CH2:11]1)=[O:9].CC[N:43]=C=NCCCN(C)C.Cl.C1C=CC2N(O)N=NC=2C=1.N.C([O:67][CH2:68][CH3:69])(=O)C, predict the reaction product. The product is: [C:1]1([C:35]2[CH:40]=[CH:39][CH:38]=[CH:37][CH:36]=2)[CH:6]=[CH:5][CH:4]=[CH:3][C:2]=1[CH2:7][C:8]([N:10]1[CH2:14][CH2:13][C@H:12]([NH:15][C:16]2[N:25]=[C:24]([N:26]3[CH2:31][CH2:30][CH:69]([C:68]([NH2:43])=[O:67])[CH2:28][CH2:27]3)[C:23]3[C:18](=[CH:19][CH:20]=[CH:21][CH:22]=3)[N:17]=2)[CH2:11]1)=[O:9]. (2) Given the reactants C(Cl)(=O)C(Cl)=[O:3].[F:7][C:8]([F:36])([F:35])[C:9]1[CH:34]=[CH:33][C:12]([O:13][CH:14]2[CH2:19][CH2:18][N:17]([S:20]([CH2:23][C:24]3(C(O)=O)[CH2:29][CH2:28][O:27][CH2:26][CH2:25]3)(=[O:22])=[O:21])[CH2:16][CH2:15]2)=[CH:11][CH:10]=1.C[N:38](C)[CH:39]=[O:40], predict the reaction product. The product is: [OH:3][NH:38][C:39]([C:24]1([CH2:23][S:20]([N:17]2[CH2:18][CH2:19][CH:14]([O:13][C:12]3[CH:11]=[CH:10][C:9]([C:8]([F:7])([F:36])[F:35])=[CH:34][CH:33]=3)[CH2:15][CH2:16]2)(=[O:21])=[O:22])[CH2:25][CH2:26][O:27][CH2:28][CH2:29]1)=[O:40]. (3) Given the reactants [CH2:1]([O:3][C:4]([C:6]1[CH:7]=[N:8][C:9]([Cl:13])=[CH:10][C:11]=1Cl)=[O:5])[CH3:2].[CH:14]1([CH2:20][NH2:21])[CH2:19][CH2:18][CH2:17][CH2:16][CH2:15]1, predict the reaction product. The product is: [CH2:1]([O:3][C:4]([C:6]1[CH:7]=[N:8][C:9]([Cl:13])=[CH:10][C:11]=1[NH:21][CH2:20][CH:14]1[CH2:19][CH2:18][CH2:17][CH2:16][CH2:15]1)=[O:5])[CH3:2]. (4) Given the reactants C(OC([N:8]1[C:13]2[CH:14]=[C:15]([Cl:21])[C:16]([N:18]([CH3:20])[CH3:19])=[CH:17][C:12]=2[O:11][CH:10]([C:22](=[O:40])[NH:23][CH2:24][C:25]2([OH:39])[CH2:30][CH2:29][N:28]([CH2:31][C:32]3[CH:37]=[CH:36][C:35]([F:38])=[CH:34][CH:33]=3)[CH2:27][CH2:26]2)[CH2:9]1)=O)(C)(C)C.FC(F)(F)C(O)=O, predict the reaction product. The product is: [F:38][C:35]1[CH:34]=[CH:33][C:32]([CH2:31][N:28]2[CH2:29][CH2:30][C:25]([CH2:24][NH:23][C:22]([CH:10]3[CH2:9][NH:8][C:13]4[CH:14]=[C:15]([Cl:21])[C:16]([N:18]([CH3:19])[CH3:20])=[CH:17][C:12]=4[O:11]3)=[O:40])([OH:39])[CH2:26][CH2:27]2)=[CH:37][CH:36]=1. (5) Given the reactants [CH2:1]([N:4]([CH2:26][CH2:27][C:28]([O:30][CH2:31][CH3:32])=[O:29])[C:5]([C:7]1[CH:8]=[CH:9][C:10]2[S:14][C:13]([CH2:15][NH:16][C:17]3[CH:22]=[CH:21][C:20]([C:23]#[N:24])=[CH:19][CH:18]=3)=[N:12][C:11]=2[CH:25]=1)=[O:6])[CH2:2][CH3:3].[ClH:33].C(O)C.C(=O)([O-])[O-].[NH4+:41].[NH4+], predict the reaction product. The product is: [ClH:33].[CH2:1]([N:4]([CH2:26][CH2:27][C:28]([O:30][CH2:31][CH3:32])=[O:29])[C:5]([C:7]1[CH:8]=[CH:9][C:10]2[S:14][C:13]([CH2:15][NH:16][C:17]3[CH:22]=[CH:21][C:20]([C:23](=[NH:41])[NH2:24])=[CH:19][CH:18]=3)=[N:12][C:11]=2[CH:25]=1)=[O:6])[CH2:2][CH3:3]. (6) Given the reactants C(OC([NH:8][CH2:9][C@H:10]1[CH2:15][CH2:14][C@H:13]([C:16]([NH:18][C@H:19]([C:50]([NH:52][C:53]2[CH:58]=[CH:57][C:56]([C:59]3[NH:60][C:61]([CH3:64])=[N:62][N:63]=3)=[CH:55][CH:54]=2)=[O:51])[CH2:20][C:21]2[CH:26]=[CH:25][C:24]([C:27]3[CH:32]=[CH:31][C:30]([C:33]([NH:35][CH:36]4[CH2:41][CH2:40][N:39](C(OC(C)(C)C)=O)[CH2:38][CH2:37]4)=[O:34])=[CH:29][C:28]=3[CH3:49])=[CH:23][CH:22]=2)=[O:17])[CH2:12][CH2:11]1)=O)(C)(C)C.[ClH:65], predict the reaction product. The product is: [ClH:65].[NH2:8][CH2:9][C@H:10]1[CH2:15][CH2:14][C@H:13]([C:16]([NH:18][C@H:19]([C:50]([NH:52][C:53]2[CH:58]=[CH:57][C:56]([C:59]3[NH:60][C:61]([CH3:64])=[N:62][N:63]=3)=[CH:55][CH:54]=2)=[O:51])[CH2:20][C:21]2[CH:22]=[CH:23][C:24]([C:27]3[CH:32]=[CH:31][C:30]([C:33]([NH:35][CH:36]4[CH2:41][CH2:40][NH:39][CH2:38][CH2:37]4)=[O:34])=[CH:29][C:28]=3[CH3:49])=[CH:25][CH:26]=2)=[O:17])[CH2:12][CH2:11]1. (7) Given the reactants [Cl:1][C:2]1[CH:7]=[CH:6][C:5](/[CH:8]=[CH:9]/[C:10]([OH:12])=O)=[C:4]([CH2:13][N:14]2[N:18]=[N:17][C:16]([CH3:19])=[N:15]2)[CH:3]=1.[CH3:20][C:21]1[O:25][N:24]=[C:23]([CH2:26][N:27]2[CH2:32][CH2:31][NH:30][C@H:29]([CH3:33])[CH2:28]2)[N:22]=1, predict the reaction product. The product is: [Cl:1][C:2]1[CH:7]=[CH:6][C:5](/[CH:8]=[CH:9]/[C:10]([N:30]2[CH2:31][CH2:32][N:27]([CH2:26][C:23]3[N:22]=[C:21]([CH3:20])[O:25][N:24]=3)[CH2:28][C@H:29]2[CH3:33])=[O:12])=[C:4]([CH2:13][N:14]2[N:18]=[N:17][C:16]([CH3:19])=[N:15]2)[CH:3]=1. (8) The product is: [F:34][C:25]1[CH:26]=[CH:27][CH:28]=[C:29]([C:30]([F:31])([F:32])[F:33])[C:24]=1[C:9]1[CH:8]=[C:7]2[C:12]([C:3]([NH:2][CH3:1])=[N:4][C:5]([NH2:22])=[N:6]2)=[CH:11][CH:10]=1. Given the reactants [CH3:1][NH:2][C:3]1[C:12]2[C:7](=[CH:8][C:9](B3OC(C)(C)C(C)(C)O3)=[CH:10][CH:11]=2)[N:6]=[C:5]([NH2:22])[N:4]=1.Br[C:24]1[C:29]([C:30]([F:33])([F:32])[F:31])=[CH:28][CH:27]=[CH:26][C:25]=1[F:34].C(=O)([O-])[O-].[Na+].[Na+].COCCOC, predict the reaction product.